Regression. Given two drug SMILES strings and cell line genomic features, predict the synergy score measuring deviation from expected non-interaction effect. From a dataset of NCI-60 drug combinations with 297,098 pairs across 59 cell lines. (1) Cell line: OVCAR-4. Synergy scores: CSS=2.98, Synergy_ZIP=-0.920, Synergy_Bliss=-2.15, Synergy_Loewe=-6.29, Synergy_HSA=-5.61. Drug 1: CCN(CC)CCNC(=O)C1=C(NC(=C1C)C=C2C3=C(C=CC(=C3)F)NC2=O)C. Drug 2: C1CCC(C(C1)N)N.C(=O)(C(=O)[O-])[O-].[Pt+4]. (2) Drug 1: C1CCC(C1)C(CC#N)N2C=C(C=N2)C3=C4C=CNC4=NC=N3. Drug 2: C#CCC(CC1=CN=C2C(=N1)C(=NC(=N2)N)N)C3=CC=C(C=C3)C(=O)NC(CCC(=O)O)C(=O)O. Cell line: UACC62. Synergy scores: CSS=-4.47, Synergy_ZIP=4.31, Synergy_Bliss=3.55, Synergy_Loewe=-55.1, Synergy_HSA=-6.04. (3) Drug 1: CC1=C(N=C(N=C1N)C(CC(=O)N)NCC(C(=O)N)N)C(=O)NC(C(C2=CN=CN2)OC3C(C(C(C(O3)CO)O)O)OC4C(C(C(C(O4)CO)O)OC(=O)N)O)C(=O)NC(C)C(C(C)C(=O)NC(C(C)O)C(=O)NCCC5=NC(=CS5)C6=NC(=CS6)C(=O)NCCC[S+](C)C)O. Drug 2: CC1C(C(CC(O1)OC2CC(CC3=C2C(=C4C(=C3O)C(=O)C5=C(C4=O)C(=CC=C5)OC)O)(C(=O)CO)O)N)O.Cl. Cell line: SF-539. Synergy scores: CSS=70.4, Synergy_ZIP=2.37, Synergy_Bliss=2.87, Synergy_Loewe=5.91, Synergy_HSA=7.76. (4) Drug 1: C1=C(C(=O)NC(=O)N1)N(CCCl)CCCl. Drug 2: CCC1(CC2CC(C3=C(CCN(C2)C1)C4=CC=CC=C4N3)(C5=C(C=C6C(=C5)C78CCN9C7C(C=CC9)(C(C(C8N6C=O)(C(=O)OC)O)OC(=O)C)CC)OC)C(=O)OC)O.OS(=O)(=O)O. Cell line: PC-3. Synergy scores: CSS=21.8, Synergy_ZIP=-0.322, Synergy_Bliss=5.68, Synergy_Loewe=-1.09, Synergy_HSA=5.44. (5) Drug 1: C#CCC(CC1=CN=C2C(=N1)C(=NC(=N2)N)N)C3=CC=C(C=C3)C(=O)NC(CCC(=O)O)C(=O)O. Drug 2: CC(C)NC(=O)C1=CC=C(C=C1)CNNC.Cl. Cell line: SK-MEL-28. Synergy scores: CSS=-0.878, Synergy_ZIP=2.66, Synergy_Bliss=1.76, Synergy_Loewe=0.311, Synergy_HSA=-2.02.